From a dataset of Forward reaction prediction with 1.9M reactions from USPTO patents (1976-2016). Predict the product of the given reaction. (1) Given the reactants [F:1][C:2]1[CH:7]=[CH:6][C:5]([C:8]([CH3:20])([CH3:19])[CH2:9][NH:10][C:11]2[CH:18]=[CH:17][C:14]([C:15]#[N:16])=[CH:13][N:12]=2)=[CH:4][CH:3]=1.C([O-])([O-])=[O:22].[K+].[K+].OO, predict the reaction product. The product is: [F:1][C:2]1[CH:7]=[CH:6][C:5]([C:8]([CH3:20])([CH3:19])[CH2:9][NH:10][C:11]2[CH:18]=[CH:17][C:14]([C:15]([NH2:16])=[O:22])=[CH:13][N:12]=2)=[CH:4][CH:3]=1. (2) Given the reactants [CH3:13][C:12]([O:11][C:9](O[C:9]([O:11][C:12]([CH3:15])([CH3:14])[CH3:13])=[O:10])=[O:10])([CH3:15])[CH3:14].C(N1C2CCSCC=2C(/C=[CH:33]/[C:34]([NH:36][C@H:37]([C:39]2[CH:44]=[CH:43][CH:42]=[CH:41][CH:40]=2)[CH3:38])=[O:35])=N1)C1C=CC=CC=1, predict the reaction product. The product is: [C:12]([O:11][C:9](=[O:10])[N:36]([C:34](=[O:35])[CH3:33])[C@H:37]([C:39]1[CH:40]=[CH:41][CH:42]=[CH:43][CH:44]=1)[CH3:38])([CH3:13])([CH3:14])[CH3:15]. (3) Given the reactants Br[C:2]1[CH:3]=[N:4][C:5]2[N:6]([C:8]([CH2:11][C:12]3[CH:13]=[C:14]4[C:19](=[CH:20][CH:21]=3)[N:18]=[CH:17][CH:16]=[CH:15]4)=[N:9][N:10]=2)[CH:7]=1.[C:22]1(B(O)O)[CH:27]=[CH:26][CH:25]=[CH:24][CH:23]=1.C(=O)([O-])[O-].[Na+].[Na+], predict the reaction product. The product is: [C:22]1([C:2]2[CH:3]=[N:4][C:5]3[N:6]([C:8]([CH2:11][C:12]4[CH:13]=[C:14]5[C:19](=[CH:20][CH:21]=4)[N:18]=[CH:17][CH:16]=[CH:15]5)=[N:9][N:10]=3)[CH:7]=2)[CH:27]=[CH:26][CH:25]=[CH:24][CH:23]=1. (4) Given the reactants [CH2:1]([Mg]Cl)[C:2]1[CH:7]=[CH:6][CH:5]=[CH:4][CH:3]=1.[CH3:10][O:11][C:12]1[CH:13]=[C:14]2[C:19](=[CH:20][CH:21]=1)[O:18][CH2:17][CH:16]([NH:22][C:23](=[O:27])[O:24][CH2:25][CH3:26])[C:15]2=[O:28], predict the reaction product. The product is: [CH2:1]([C:15]1([OH:28])[C:14]2[C:19](=[CH:20][CH:21]=[C:12]([O:11][CH3:10])[CH:13]=2)[O:18][CH2:17][CH:16]1[NH:22][C:23](=[O:27])[O:24][CH2:25][CH3:26])[C:2]1[CH:7]=[CH:6][CH:5]=[CH:4][CH:3]=1. (5) The product is: [CH3:1][N:2]1[CH2:8][CH2:7][CH:6]([O:9][C:14]2[CH:19]=[CH:18][C:17]([C:20]([F:23])([F:22])[F:21])=[CH:16][CH:15]=2)[C:5]2[CH:10]=[CH:11][O:12][C:4]=2[CH2:3]1. Given the reactants [CH3:1][N:2]1[CH2:8][CH2:7][CH:6]([OH:9])[C:5]2[CH:10]=[CH:11][O:12][C:4]=2[CH2:3]1.F[C:14]1[CH:19]=[CH:18][C:17]([C:20]([F:23])([F:22])[F:21])=[CH:16][CH:15]=1, predict the reaction product.